From a dataset of Reaction yield outcomes from USPTO patents with 853,638 reactions. Predict the reaction yield, written as a fraction of the theoretical maximum amount of product (1.0 means a 100% yield; for example, 0.34 means a 34% yield). (1) The reactants are Br[C:2]1[CH:3]=[CH:4][CH:5]=[C:6]2[C:11]=1[N:10]=[C:9]([Cl:12])[N:8]=[C:7]2[N:13]1[CH2:18][CH2:17][O:16][CH2:15][CH2:14]1.[F:19][C:20]1[CH:25]=[CH:24][C:23](B(O)O)=[CH:22][N:21]=1.C(=O)([O-])[O-].[Na+].[Na+].CN(C=O)C. The catalyst is Cl[Pd](Cl)([P](C1C=CC=CC=1)(C1C=CC=CC=1)C1C=CC=CC=1)[P](C1C=CC=CC=1)(C1C=CC=CC=1)C1C=CC=CC=1.O. The product is [Cl:12][C:9]1[N:8]=[C:7]([N:13]2[CH2:18][CH2:17][O:16][CH2:15][CH2:14]2)[C:6]2[C:11](=[C:2]([C:23]3[CH:22]=[N:21][C:20]([F:19])=[CH:25][CH:24]=3)[CH:3]=[CH:4][CH:5]=2)[N:10]=1. The yield is 0.600. (2) The reactants are [CH:1]1([CH2:7][O:8][C:9]2[CH:10]=[C:11]([CH:15]=[CH:16][CH:17]=2)[C:12]([OH:14])=O)[CH2:6][CH2:5][CH2:4][CH2:3][CH2:2]1.S(Cl)(Cl)=O.[NH2:22][C:23]1[CH:28]=[CH:27][CH:26]=[CH:25][C:24]=1[S:29]([NH2:32])(=[O:31])=[O:30]. The catalyst is C1C=CC=CC=1. The product is [CH:1]1([CH2:7][O:8][C:9]2[CH:10]=[C:11]([CH:15]=[CH:16][CH:17]=2)[C:12]([NH:22][C:23]2[CH:28]=[CH:27][CH:26]=[CH:25][C:24]=2[S:29](=[O:31])(=[O:30])[NH2:32])=[O:14])[CH2:2][CH2:3][CH2:4][CH2:5][CH2:6]1. The yield is 0.560. (3) The yield is 0.310. The catalyst is C(#N)C. The reactants are I[Si](C)(C)C.[F:6][C:7]1[C:8]([C:15]2[CH:20]=[CH:19][N:18]=[C:17]([NH:21][CH:22]3[CH2:27][CH2:26][O:25][CH2:24][CH2:23]3)[N:16]=2)=[CH:9][C:10]([O:13]C)=[N:11][CH:12]=1.CO.C([O-])(O)=O.[Na+]. The product is [F:6][C:7]1[C:8]([C:15]2[CH:20]=[CH:19][N:18]=[C:17]([NH:21][CH:22]3[CH2:27][CH2:26][O:25][CH2:24][CH2:23]3)[N:16]=2)=[CH:9][C:10](=[O:13])[NH:11][CH:12]=1. (4) The product is [CH3:14][C:13]1[NH:8][C:6](=[O:7])[C:5]2[C:4]([CH:11]=1)=[CH:3][C:2]([F:1])=[CH:10][CH:9]=2. The catalyst is [Pd](Cl)Cl.[Cu]Cl. The yield is 0.520. The reactants are [F:1][C:2]1[CH:10]=[CH:9][C:5]([C:6]([NH2:8])=[O:7])=[C:4]([C:11]([CH3:13])=C)[CH:3]=1.[CH3:14]OCCOC. (5) The product is [Br:1][C:2]1[C:3]([F:12])=[C:4]2[C:10]([NH:11][C:17](=[O:18])[C:16]3[CH:20]=[CH:21][C:22]([O:23][CH3:24])=[C:14]([F:13])[CH:15]=3)=[CH:9][NH:8][C:5]2=[N:6][CH:7]=1. The yield is 0.900. The catalyst is C(Cl)Cl. The reactants are [Br:1][C:2]1[C:3]([F:12])=[C:4]2[C:10]([NH2:11])=[CH:9][NH:8][C:5]2=[N:6][CH:7]=1.[F:13][C:14]1[CH:15]=[C:16]([CH:20]=[CH:21][C:22]=1[O:23][CH3:24])[C:17](O)=[O:18].C1N(P(Cl)(N2C(=O)OCC2)=O)C(=O)OC1.C(N(CC)CC)C.